This data is from Catalyst prediction with 721,799 reactions and 888 catalyst types from USPTO. The task is: Predict which catalyst facilitates the given reaction. (1) Reactant: [Li:1].[CH:2]1[C:11]2[C:6](=[CH:7][CH:8]=[CH:9][CH:10]=2)[CH:5]=[CH:4][CH:3]=1.[Cl-].[NH4+]. Product: [Li:1].[C-:10]1[C:11]2[C:6](=[CH:5][CH:4]=[CH:3][CH:2]=2)[CH:7]=[CH:8][CH:9]=1. The catalyst class is: 1. (2) Reactant: [Cl:1][C:2]1[NH:3][CH:4]=[C:5]([N+:7]([O-:9])=[O:8])[N:6]=1.[CH3:10][C:11]1([CH2:14][N:15]2[N:19]=[C:18]([C:20]3[CH:25]=[CH:24][C:23]([O:26][C:27]([F:30])([F:29])[F:28])=[CH:22][CH:21]=3)[O:17][C:16]2=[O:31])[CH2:13][O:12]1.C(=O)([O-])O.[Na+].O. Product: [Cl:1][C:2]1[N:3]([CH2:13][C:11]([OH:12])([CH3:10])[CH2:14][N:15]2[N:19]=[C:18]([C:20]3[CH:21]=[CH:22][C:23]([O:26][C:27]([F:30])([F:28])[F:29])=[CH:24][CH:25]=3)[O:17][C:16]2=[O:31])[CH:4]=[C:5]([N+:7]([O-:9])=[O:8])[N:6]=1. The catalyst class is: 8. (3) Reactant: [C:1]([C:3]1[CH:17]=[CH:16][C:6]2[N:7]=[C:8]([NH:10][C:11]([NH:13][CH2:14][CH3:15])=[O:12])[S:9][C:5]=2[CH:4]=1)#[N:2].[N:18]([Sn](CCCC)(CCCC)CCCC)=[N+:19]=[N-:20]. Product: [CH2:14]([NH:13][C:11]([NH:10][C:8]1[S:9][C:5]2[CH:4]=[C:3]([C:1]3[N:18]=[N:19][NH:20][N:2]=3)[CH:17]=[CH:16][C:6]=2[N:7]=1)=[O:12])[CH3:15]. The catalyst class is: 7. (4) Reactant: [C:1]1([C:33]2[CH:38]=[CH:37][CH:36]=[CH:35][CH:34]=2)[CH:6]=[CH:5][C:4]([C@@:7]2([S:31][CH3:32])[CH2:11][N:10]([C:12](=[O:26])[C@@H:13]([NH:18][C:19]([O:21][C:22]([CH3:25])([CH3:24])[CH3:23])=[O:20])[C:14]([CH3:17])([CH3:16])[CH3:15])[C@H:9]([C:27]([O:29]C)=[O:28])[CH2:8]2)=[CH:3][CH:2]=1.O.[OH-].[Li+]. Product: [C:1]1([C:33]2[CH:34]=[CH:35][CH:36]=[CH:37][CH:38]=2)[CH:6]=[CH:5][C:4]([C@@:7]2([S:31][CH3:32])[CH2:11][N:10]([C:12](=[O:26])[C@@H:13]([NH:18][C:19]([O:21][C:22]([CH3:25])([CH3:24])[CH3:23])=[O:20])[C:14]([CH3:15])([CH3:16])[CH3:17])[C@H:9]([C:27]([OH:29])=[O:28])[CH2:8]2)=[CH:3][CH:2]=1. The catalyst class is: 87. (5) Reactant: C([O:4][C:5]1[C:14]([CH3:15])=[C:13]2[C:8]([CH:9]=[C:10]([C:16]3[CH:21]=[CH:20][C:19]([O:22][CH3:23])=[CH:18][CH:17]=3)[CH2:11][O:12]2)=[CH:7][CH:6]=1)(=O)C.N1C=CN=C1.CC1C(O)=CC=C2C=1OCC(C1C=CC(O)=CC=1)=C2. Product: [CH3:23][O:22][C:19]1[CH:18]=[CH:17][C:16]([C:10]2[CH2:11][O:12][C:13]3[C:8]([CH:9]=2)=[CH:7][CH:6]=[C:5]([OH:4])[C:14]=3[CH3:15])=[CH:21][CH:20]=1. The catalyst class is: 8.